From a dataset of Catalyst prediction with 721,799 reactions and 888 catalyst types from USPTO. Predict which catalyst facilitates the given reaction. (1) Product: [NH2:8][C:9]([CH3:14])([CH3:13])[C:10]([NH:39][C@H:40]([CH2:44][C@H:45]([NH:61][C:62]([C:64]1[O:65][CH:66]=[C:67]([CH:69]([CH3:71])[CH3:70])[N:68]=1)=[O:63])[CH2:46][C:47]1[CH:48]=[CH:49][C:50]([C:53]2[CH:58]=[C:57]([Cl:59])[CH:56]=[CH:55][C:54]=2[F:60])=[CH:51][CH:52]=1)[C:41]([OH:43])=[O:42])=[O:11]. Reactant: C(OC([NH:8][C:9]([CH3:14])([CH3:13])[C:10](O)=[O:11])=O)(C)(C)C.CN(C(ON1N=NC2C=CC=NC1=2)=[N+](C)C)C.F[P-](F)(F)(F)(F)F.[NH2:39][C@H:40]([CH2:44][C@H:45]([NH:61][C:62]([C:64]1[O:65][CH:66]=[C:67]([CH:69]([CH3:71])[CH3:70])[N:68]=1)=[O:63])[CH2:46][C:47]1[CH:52]=[CH:51][C:50]([C:53]2[CH:58]=[C:57]([Cl:59])[CH:56]=[CH:55][C:54]=2[F:60])=[CH:49][CH:48]=1)[C:41]([OH:43])=[O:42].CCN(C(C)C)C(C)C. The catalyst class is: 3. (2) Reactant: [Cl-].CN(C1C(C2C(P(C3CCCCC3)C3CCCCC3)=CC=CC=2)=CC=CC=1)C.Cl[CH2:31][C:32]1[C:37](=[O:38])[CH:36]=[CH:35][N:34]([C:39]2[CH:40]=[N:41][N:42]([CH3:44])[CH:43]=2)[N:33]=1.[CH2:45]([O:47][C:48]1[CH:49]=[N:50][C:51]([C:54]2[CH:59]=[CH:58][CH:57]=[C:56](B3OC(C)(C)C(C)(C)O3)[CH:55]=2)=[N:52][CH:53]=1)[CH3:46].[O-]P([O-])([O-])=O.[K+].[K+].[K+]. Product: [CH2:45]([O:47][C:48]1[CH:53]=[N:52][C:51]([C:54]2[CH:55]=[C:56]([CH:57]=[CH:58][CH:59]=2)[CH2:31][C:32]2[C:37](=[O:38])[CH:36]=[CH:35][N:34]([C:39]3[CH:40]=[N:41][N:42]([CH3:44])[CH:43]=3)[N:33]=2)=[N:50][CH:49]=1)[CH3:46]. The catalyst class is: 161. (3) Reactant: [C:1]([C:3]1[CH:8]=[CH:7][C:6]([C:9]2[N:13]3[CH:14]=[C:15]([C:18]4[CH:40]=[CH:39][C:21]([C:22]([N:24]5[CH2:29][CH2:28][C:27]([CH2:31][NH:32]C(=O)C(F)(F)F)([OH:30])[CH2:26][CH2:25]5)=[O:23])=[CH:20][CH:19]=4)[N:16]=[CH:17][C:12]3=[N:11][CH:10]=2)=[CH:5][CH:4]=1)#[N:2].C([O-])([O-])=O.[K+].[K+]. Product: [NH2:32][CH2:31][C:27]1([OH:30])[CH2:26][CH2:25][N:24]([C:22]([C:21]2[CH:20]=[CH:19][C:18]([C:15]3[N:16]=[CH:17][C:12]4[N:13]([C:9]([C:6]5[CH:7]=[CH:8][C:3]([C:1]#[N:2])=[CH:4][CH:5]=5)=[CH:10][N:11]=4)[CH:14]=3)=[CH:40][CH:39]=2)=[O:23])[CH2:29][CH2:28]1. The catalyst class is: 5.